Dataset: Full USPTO retrosynthesis dataset with 1.9M reactions from patents (1976-2016). Task: Predict the reactants needed to synthesize the given product. (1) Given the product [F:22][C:19]([F:20])([F:21])[C:14]1[CH:15]=[CH:16][CH:17]=[CH:18][C:13]=1[C:12]1[O:11][N:10]=[CH:9][C:8]=1[NH:7][C:6]([C:43]1[CH:42]=[N:41][N:38]2[CH:39]=[CH:40][C:35]([Cl:34])=[N:36][C:37]=12)=[O:23], predict the reactants needed to synthesize it. The reactants are: C(O[C:6](=[O:23])[NH:7][C:8]1[CH:9]=[N:10][O:11][C:12]=1[C:13]1[CH:18]=[CH:17][CH:16]=[CH:15][C:14]=1[C:19]([F:22])([F:21])[F:20])(C)(C)C.Cl.C(N(C(C)C)CC)(C)C.[Cl:34][C:35]1[CH:40]=[CH:39][N:38]2[N:41]=[CH:42][C:43](C(Cl)=O)=[C:37]2[N:36]=1. (2) Given the product [ClH:40].[F:1][C:2]1[C:3]([CH2:24][NH:25][CH3:26])=[CH:4][N:5]([S:14]([C:17]2[CH:22]=[CH:21][CH:20]=[C:19]([F:23])[CH:18]=2)(=[O:16])=[O:15])[C:6]=1[C:7]1[C:8]([F:13])=[N:9][CH:10]=[CH:11][CH:12]=1, predict the reactants needed to synthesize it. The reactants are: [F:1][C:2]1[C:3]([CH2:24][N:25](C)[C:26](=O)OC(C)(C)C)=[CH:4][N:5]([S:14]([C:17]2[CH:22]=[CH:21][CH:20]=[C:19]([F:23])[CH:18]=2)(=[O:16])=[O:15])[C:6]=1[C:7]1[C:8]([F:13])=[N:9][CH:10]=[CH:11][CH:12]=1.C(OCC)(=O)C.[ClH:40]. (3) Given the product [CH3:1][N:2]([CH3:3])[C:4]([NH:6][C:7](=[NH:8])[NH2:9])=[NH:5], predict the reactants needed to synthesize it. The reactants are: [CH3:1][N:2]([C:4]([N:6]=[C:7]([NH2:9])[NH2:8])=[NH:5])[CH3:3].Cl.[OH-].[K+]. (4) The reactants are: [CH2:1]([O:8][C:9]([N:11]1[CH2:16][CH2:15][N:14]([C:17]([O:19][C:20]([CH3:23])([CH3:22])[CH3:21])=[O:18])[CH2:13][CH:12]1[C:24](O)=[O:25])=[O:10])[C:2]1[CH:7]=[CH:6][CH:5]=[CH:4][CH:3]=1.B.CO. Given the product [OH:25][CH2:24][CH:12]1[CH2:13][N:14]([C:17]([O:19][C:20]([CH3:22])([CH3:23])[CH3:21])=[O:18])[CH2:15][CH2:16][N:11]1[C:9]([O:8][CH2:1][C:2]1[CH:3]=[CH:4][CH:5]=[CH:6][CH:7]=1)=[O:10], predict the reactants needed to synthesize it. (5) The reactants are: [F:1][C:2]1[C:7]([C:8]#[N:9])=[C:6]([CH3:10])[C:5]([C@@H:11]2[O:16][CH2:15][C@@H:14]3[CH2:17][NH:18][CH2:19][CH2:20][N:13]3[CH2:12]2)=[CH:4][CH:3]=1.[NH2:21][C:22]1[N:27]=[CH:26][C:25]([C:28]([F:33])([F:32])[C:29](O)=[O:30])=[CH:24][N:23]=1.CCN(C(C)C)C(C)C.CN(C(ON1N=NC2C=CC=NC1=2)=[N+](C)C)C.F[P-](F)(F)(F)(F)F. Given the product [NH2:21][C:22]1[N:23]=[CH:24][C:25]([C:28]([F:33])([F:32])[C:29]([N:18]2[CH2:19][CH2:20][N:13]3[C@H:14]([CH2:15][O:16][C@@H:11]([C:5]4[C:6]([CH3:10])=[C:7]([C:2]([F:1])=[CH:3][CH:4]=4)[C:8]#[N:9])[CH2:12]3)[CH2:17]2)=[O:30])=[CH:26][N:27]=1, predict the reactants needed to synthesize it.